This data is from HIV replication inhibition screening data with 41,000+ compounds from the AIDS Antiviral Screen. The task is: Binary Classification. Given a drug SMILES string, predict its activity (active/inactive) in a high-throughput screening assay against a specified biological target. (1) The compound is COc1cccc(C=C(NC(C)=O)c2nc3cc(Cl)ccc3[nH]2)c1. The result is 0 (inactive). (2) The drug is CC(=O)C(=CNC(=S)Nc1cccc(C(F)(F)F)c1)C(=O)Nc1ccccc1C. The result is 0 (inactive). (3) The molecule is CCCC(C(=O)OCC)N1C(=O)c2ccccc2S1(=O)=O. The result is 0 (inactive).